Dataset: Catalyst prediction with 721,799 reactions and 888 catalyst types from USPTO. Task: Predict which catalyst facilitates the given reaction. (1) Reactant: [Cl:1][C:2]1[CH:8]=[C:7]([I:9])[CH:6]=[CH:5][C:3]=1[NH2:4].[C:10]1(=O)[O:15][C:13](=[O:14])[C:12]2=[CH:16][CH:17]=[CH:18][CH:19]=[C:11]12. The catalyst class is: 483. Product: [Cl:1][C:2]1[CH:8]=[C:7]([I:9])[CH:6]=[CH:5][C:3]=1[N:4]1[C:13](=[O:14])[C:12]2=[CH:16][CH:17]=[CH:18][CH:19]=[C:11]2[C:10]1=[O:15]. (2) Reactant: Br[C:2]1[CH:7]=[CH:6][C:5]([Cl:8])=[CH:4][C:3]=1[C:9]1[CH:14]=[C:13]([O:15][CH3:16])[N:12]=[CH:11][N:10]=1.[F:17][CH:18]([F:33])[N:19]1[CH:23]=[C:22](B2OC(C)(C)C(C)(C)O2)[CH:21]=[N:20]1.OP([O-])(O)=O.[K+].C1COCC1. Product: [Cl:8][C:5]1[CH:6]=[CH:7][C:2]([C:22]2[CH:21]=[N:20][N:19]([CH:18]([F:33])[F:17])[CH:23]=2)=[C:3]([C:9]2[CH:14]=[C:13]([O:15][CH3:16])[N:12]=[CH:11][N:10]=2)[CH:4]=1. The catalyst class is: 25. (3) Reactant: [CH3:1][C:2]1[CH:3]=[C:4]([CH:19]=[CH:20][C:21]=1[CH3:22])[C:5]([C:7]1[C:16](=[O:17])[C:15]2[C:10](=[CH:11][CH:12]=[C:13]([F:18])[CH:14]=2)[NH:9][CH:8]=1)=[O:6].C[Si](C)(C)[N-][Si](C)(C)C.[K+].[Br:33][C:34]1[CH:39]=[CH:38][CH:37]=[C:36]([CH2:40]Br)[N:35]=1. Product: [Br:33][C:34]1[N:35]=[C:36]([CH2:40][N:9]2[C:10]3[C:15](=[CH:14][C:13]([F:18])=[CH:12][CH:11]=3)[C:16](=[O:17])[C:7]([C:5](=[O:6])[C:4]3[CH:19]=[CH:20][C:21]([CH3:22])=[C:2]([CH3:1])[CH:3]=3)=[CH:8]2)[CH:37]=[CH:38][CH:39]=1. The catalyst class is: 7. (4) Reactant: C([O:8][C:9]1[CH:10]=[CH:11][C:12]([C@@H:20]([O:70][Si:71]([C:74]([CH3:77])([CH3:76])[CH3:75])([CH3:73])[CH3:72])[CH2:21][N:22]([C:63]([O:65][C:66]([CH3:69])([CH3:68])[CH3:67])=[O:64])[CH2:23][CH2:24][CH2:25][CH2:26][CH2:27][O:28][C:29]2[CH:34]=[CH:33][C:32]([C:35]([OH:62])([C:56]3[CH:61]=[CH:60][CH:59]=[CH:58][CH:57]=3)[C:36]([O:38][CH2:39][CH:40]3[CH2:45][CH2:44][N:43](C(OCC4C=CC=CC=4)=O)[CH2:42][CH2:41]3)=[O:37])=[CH:31][CH:30]=2)=[C:13]2[C:18]=1[NH:17][C:16](=[O:19])[CH:15]=[CH:14]2)C1C=CC=CC=1.C(O)=O. Product: [C:66]([O:65][C:63]([N:22]([CH2:21][C@H:20]([O:70][Si:71]([C:74]([CH3:77])([CH3:76])[CH3:75])([CH3:72])[CH3:73])[C:12]1[CH:11]=[CH:10][C:9]([OH:8])=[C:18]2[C:13]=1[CH:14]=[CH:15][C:16](=[O:19])[NH:17]2)[CH2:23][CH2:24][CH2:25][CH2:26][CH2:27][O:28][C:29]1[CH:30]=[CH:31][C:32]([C:35]([OH:62])([C:56]2[CH:57]=[CH:58][CH:59]=[CH:60][CH:61]=2)[C:36]([O:38][CH2:39][CH:40]2[CH2:45][CH2:44][NH:43][CH2:42][CH2:41]2)=[O:37])=[CH:33][CH:34]=1)=[O:64])([CH3:69])([CH3:68])[CH3:67]. The catalyst class is: 45. (5) Reactant: [C:1]([O:5][C:6]([N:8]1[CH2:13][CH2:12][CH2:11][C@@H:10]([C:14]2[CH:19]=[CH:18][C:17]([N:20]3[CH:28]=[C:27]4[C:22]([C:23]([C:29](O)=[O:30])=[CH:24][CH:25]=[CH:26]4)=[N:21]3)=[CH:16][CH:15]=2)[CH2:9]1)=[O:7])([CH3:4])([CH3:3])[CH3:2].C(=O)(OC(C)(C)C)OC(C)(C)C.[N:44]1C=CC=CC=1.C(=O)(O)[O-].[NH4+].Cl. Product: [NH2:44][C:29]([C:23]1[C:22]2[C:27](=[CH:28][N:20]([C:17]3[CH:18]=[CH:19][C:14]([C@@H:10]4[CH2:11][CH2:12][CH2:13][N:8]([C:6]([O:5][C:1]([CH3:3])([CH3:4])[CH3:2])=[O:7])[CH2:9]4)=[CH:15][CH:16]=3)[N:21]=2)[CH:26]=[CH:25][CH:24]=1)=[O:30]. The catalyst class is: 2. (6) Reactant: Br[CH2:2][C:3]([C:5]1[C:14]2[C:9](=[CH:10][C:11]([CH3:15])=[CH:12][CH:13]=2)[O:8][C:7](=[O:16])[CH:6]=1)=O.[C:17]([NH2:20])(=[O:19])[CH3:18].C(OCC)(=O)C. Product: [CH3:15][C:11]1[CH:10]=[C:9]2[C:14]([C:5]([C:3]3[N:20]=[C:17]([CH3:18])[O:19][CH:2]=3)=[CH:6][C:7](=[O:16])[O:8]2)=[CH:13][CH:12]=1. The catalyst class is: 9. (7) Reactant: FC(F)(F)C(O)=O.C[O:9][C:10]([C:12]1[O:13][C:14]([CH3:33])=[C:15]([CH2:17][NH:18][C:19]2[CH:24]=[CH:23][C:22]([C:25]3[CH:30]=[CH:29][C:28]([O:31][CH3:32])=[CH:27][N:26]=3)=[CH:21][CH:20]=2)[CH:16]=1)=[O:11].[ClH:34]. Product: [ClH:34].[CH3:32][O:31][C:28]1[CH:29]=[CH:30][C:25]([C:22]2[CH:21]=[CH:20][C:19]([NH:18][CH2:17][C:15]3[CH:16]=[C:12]([C:10]([OH:11])=[O:9])[O:13][C:14]=3[CH3:33])=[CH:24][CH:23]=2)=[N:26][CH:27]=1. The catalyst class is: 7.